This data is from Full USPTO retrosynthesis dataset with 1.9M reactions from patents (1976-2016). The task is: Predict the reactants needed to synthesize the given product. (1) Given the product [CH3:10][C:9]1[N:11]=[C:12]([C:13]2[CH:18]=[CH:17][CH:16]=[CH:15][CH:14]=2)[N:5]2[C:6]=1[CH:7]=[N:8][C:3]([S:2][CH3:1])=[N:4]2, predict the reactants needed to synthesize it. The reactants are: [CH3:1][S:2][C:3]1[N:4]=[N:5][C:6]([CH:9]([NH:11][C:12](=O)[C:13]2[CH:18]=[CH:17][CH:16]=[CH:15][CH:14]=2)[CH3:10])=[CH:7][N:8]=1.P(Cl)(Cl)(Cl)=O. (2) Given the product [CH3:27][N:8]([C:5]1[CH:6]=[CH:7][C:2]([C:38]2[CH:37]=[N:36][N:35]([CH2:34][CH2:33][N:28]3[CH2:32][CH2:31][CH2:30][CH2:29]3)[CH:39]=2)=[CH:3][CH:4]=1)[C:9]([N:11]1[CH2:16][CH2:15][CH:14]([C:17](=[O:26])[C:18]2[CH:23]=[CH:22][C:21]([O:24][CH3:25])=[CH:20][CH:19]=2)[CH2:13][CH2:12]1)=[O:10], predict the reactants needed to synthesize it. The reactants are: Br[C:2]1[CH:7]=[CH:6][C:5]([N:8]([CH3:27])[C:9]([N:11]2[CH2:16][CH2:15][CH:14]([C:17](=[O:26])[C:18]3[CH:23]=[CH:22][C:21]([O:24][CH3:25])=[CH:20][CH:19]=3)[CH2:13][CH2:12]2)=[O:10])=[CH:4][CH:3]=1.[N:28]1([CH2:33][CH2:34][N:35]2[CH:39]=[C:38](B3OC(C)(C)C(C)(C)O3)[CH:37]=[N:36]2)[CH2:32][CH2:31][CH2:30][CH2:29]1.C(=O)([O-])[O-].[Cs+].[Cs+].ClCCl. (3) Given the product [Br:46][C:33]1[C:27]2[CH:26]=[C:25]([C:23]([NH:22][C:4]3[CH:5]=[C:6]([C:8]([C:11]4[CH:16]=[C:15]([CH3:17])[CH:14]=[C:13]([O:18][CH:19]([CH3:21])[CH3:20])[CH:12]=4)([CH3:9])[CH3:10])[CH:7]=[C:2]([Cl:1])[CH:3]=3)=[O:24])[S:29][C:28]=2[CH:30]=[CH:31][C:32]=1[NH:34][S:35]([CH3:38])(=[O:37])=[O:36], predict the reactants needed to synthesize it. The reactants are: [Cl:1][C:2]1[CH:3]=[C:4]([NH:22][C:23]([C:25]2[S:29][C:28]3[CH:30]=[CH:31][C:32]([NH:34][S:35]([CH3:38])(=[O:37])=[O:36])=[CH:33][C:27]=3[CH:26]=2)=[O:24])[CH:5]=[C:6]([C:8]([C:11]2[CH:16]=[C:15]([CH3:17])[CH:14]=[C:13]([O:18][CH:19]([CH3:21])[CH3:20])[CH:12]=2)([CH3:10])[CH3:9])[CH:7]=1.C1C(=O)N([Br:46])C(=O)C1.CC(N=NC(C#N)(C)C)(C#N)C.O.